From a dataset of Reaction yield outcomes from USPTO patents with 853,638 reactions. Predict the reaction yield, written as a fraction of the theoretical maximum amount of product (1.0 means a 100% yield; for example, 0.34 means a 34% yield). (1) The reactants are [CH2:1]([NH2:8])[C:2]1[CH:7]=[CH:6][CH:5]=[CH:4][CH:3]=1.[ClH:9].[C:10](=[NH:15])(OC)[CH2:11][CH3:12]. The catalyst is CO. The product is [ClH:9].[CH2:1]([NH:8][C:10](=[NH:15])[CH2:11][CH3:12])[C:2]1[CH:7]=[CH:6][CH:5]=[CH:4][CH:3]=1. The yield is 0.950. (2) The reactants are [C:9](O[C:9]([O:11][C:12]([CH3:15])([CH3:14])[CH3:13])=[O:10])([O:11][C:12]([CH3:15])([CH3:14])[CH3:13])=[O:10].Cl.[CH3:17][NH:18][CH2:19][C:20]([C:22]1[CH:27]=[CH:26][C:25]([OH:28])=[CH:24][CH:23]=1)=[O:21].O.[OH-].[Na+]. The catalyst is O1CCOCC1. The product is [C:9]([N:18]([CH3:17])[CH2:19][C:20]([C:22]1[CH:27]=[CH:26][C:25]([OH:28])=[CH:24][CH:23]=1)=[O:21])([O:11][C:12]([CH3:13])([CH3:14])[CH3:15])=[O:10]. The yield is 0.990.